The task is: Predict the product of the given reaction.. This data is from Forward reaction prediction with 1.9M reactions from USPTO patents (1976-2016). Given the reactants [N+:1]([C:4]1[CH:5]=[C:6]([S:10](Cl)(=[O:12])=[O:11])[CH:7]=[CH:8][CH:9]=1)([O-:3])=[O:2].Cl.[F:15][C:16]1([F:20])[CH2:19][NH:18][CH2:17]1.C(N(CC)CC)C, predict the reaction product. The product is: [F:15][C:16]1([F:20])[CH2:19][N:18]([S:10]([C:6]2[CH:7]=[CH:8][CH:9]=[C:4]([N+:1]([O-:3])=[O:2])[CH:5]=2)(=[O:12])=[O:11])[CH2:17]1.